Dataset: Forward reaction prediction with 1.9M reactions from USPTO patents (1976-2016). Task: Predict the product of the given reaction. (1) Given the reactants [Cl:1][C:2]1[CH:3]=[C:4]([C:16]([NH:18][C@H:19]([C:21]2[CH:29]=[CH:28][C:24]([C:25]([OH:27])=[O:26])=[CH:23][CH:22]=2)[CH3:20])=[O:17])[C:5]([O:8][C:9]2[CH:14]=[CH:13][CH:12]=[C:11](F)[CH:10]=2)=[N:6][CH:7]=1.[CH:30]1[C:39]2C(=CC=C(O)C=2)C=[CH:32][N:31]=1, predict the reaction product. The product is: [Cl:1][C:2]1[CH:3]=[C:4]([C:16]([NH:18][C@H:19]([C:21]2[CH:29]=[CH:28][C:24]([C:25]([OH:27])=[O:26])=[CH:23][CH:22]=2)[CH3:20])=[O:17])[C:5]([O:8][C:9]2[CH:10]=[C:11]3[C:12]([CH:39]=[CH:30][N:31]=[CH:32]3)=[CH:13][CH:14]=2)=[N:6][CH:7]=1. (2) Given the reactants [N+:1]([C:4]1[CH:9]=[CH:8][C:7]([CH:10]([OH:18])[CH2:11][N:12]2[CH2:17][CH2:16][CH2:15][CH2:14][CH2:13]2)=[CH:6][CH:5]=1)([O-])=O, predict the reaction product. The product is: [NH2:1][C:4]1[CH:9]=[CH:8][C:7]([CH:10]([OH:18])[CH2:11][N:12]2[CH2:17][CH2:16][CH2:15][CH2:14][CH2:13]2)=[CH:6][CH:5]=1. (3) Given the reactants Cl[C:2]1[CH:7]=[CH:6][C:5]([S:8]([NH:11][C:12](=[O:51])[C:13]2[CH:18]=[CH:17][C:16]([N:19]3[CH2:24][CH2:23][N:22]([CH2:25][C:26]4[CH2:31][CH2:30][C:29]([CH3:33])([CH3:32])[CH2:28][C:27]=4[C:34]4[CH:39]=[CH:38][C:37]([Cl:40])=[CH:36][CH:35]=4)[CH2:21][CH2:20]3)=[CH:15][C:14]=2[O:41][C:42]2[CH:43]=[C:44]3[CH:50]=[CH:49][NH:48][C:45]3=[N:46][CH:47]=2)(=[O:10])=[O:9])=[CH:4][C:3]=1[N+:52]([O-:54])=[O:53].[NH2:55][CH:56]1[CH2:61][CH2:60][N:59]([C:62]([O:64][C:65]([CH3:68])([CH3:67])[CH3:66])=[O:63])[CH2:58][CH2:57]1.CCN(C(C)C)C(C)C, predict the reaction product. The product is: [NH:48]1[C:45]2=[N:46][CH:47]=[C:42]([O:41][C:14]3[CH:15]=[C:16]([N:19]4[CH2:20][CH2:21][N:22]([CH2:25][C:26]5[CH2:31][CH2:30][C:29]([CH3:32])([CH3:33])[CH2:28][C:27]=5[C:34]5[CH:35]=[CH:36][C:37]([Cl:40])=[CH:38][CH:39]=5)[CH2:23][CH2:24]4)[CH:17]=[CH:18][C:13]=3[C:12]([NH:11][S:8]([C:5]3[CH:6]=[CH:7][C:2]([NH:55][CH:56]4[CH2:57][CH2:58][N:59]([C:62]([O:64][C:65]([CH3:68])([CH3:67])[CH3:66])=[O:63])[CH2:60][CH2:61]4)=[C:3]([N+:52]([O-:54])=[O:53])[CH:4]=3)(=[O:10])=[O:9])=[O:51])[CH:43]=[C:44]2[CH:50]=[CH:49]1. (4) The product is: [F:20][C:21]([F:34])([F:33])[S:22]([O:1][C:2]1[CH:3]=[C:4]([CH:9]=[CH:10][CH:11]=1)[C:5]([O:7][CH3:8])=[O:6])(=[O:24])=[O:23]. Given the reactants [OH:1][C:2]1[CH:3]=[C:4]([CH:9]=[CH:10][CH:11]=1)[C:5]([O:7][CH3:8])=[O:6].N1C(C)=CC=CC=1C.[F:20][C:21]([F:34])([F:33])[S:22](O[S:22]([C:21]([F:34])([F:33])[F:20])(=[O:24])=[O:23])(=[O:24])=[O:23], predict the reaction product. (5) Given the reactants [CH:1]1([N:4]2[CH2:9][CH2:8][N:7]([C:10]3[N:15]=[CH:14][C:13]([C:16]4[N:17]=[C:18]([C:21]5([C:27]6[CH:35]=[CH:34][C:30]([C:31]([OH:33])=O)=[CH:29][CH:28]=6)[CH2:26][CH2:25][O:24][CH2:23][CH2:22]5)[S:19][CH:20]=4)=[CH:12][CH:11]=3)[CH2:6][CH2:5]2)[CH2:3][CH2:2]1.[C:36]1([NH2:43])[C:37]([NH2:42])=[CH:38][CH:39]=[CH:40][CH:41]=1.CN(C(ON1N=NC2C=CC=NC1=2)=[N+](C)C)C.F[P-](F)(F)(F)(F)F.CCN(C(C)C)C(C)C, predict the reaction product. The product is: [NH2:42][C:37]1[CH:38]=[CH:39][CH:40]=[CH:41][C:36]=1[NH:43][C:31](=[O:33])[C:30]1[CH:29]=[CH:28][C:27]([C:21]2([C:18]3[S:19][CH:20]=[C:16]([C:13]4[CH:14]=[N:15][C:10]([N:7]5[CH2:8][CH2:9][N:4]([CH:1]6[CH2:2][CH2:3]6)[CH2:5][CH2:6]5)=[CH:11][CH:12]=4)[N:17]=3)[CH2:22][CH2:23][O:24][CH2:25][CH2:26]2)=[CH:35][CH:34]=1. (6) Given the reactants CO[C:3](=[O:17])[C:4]([C:6]1[CH:7]=[C:8]([CH3:16])[CH:9]=[C:10]2[C:14]=1[N:13]([CH3:15])[CH:12]=[CH:11]2)=O.[NH:18]1[C:26]2[C:21](=[CH:22][CH:23]=[CH:24][CH:25]=2)[C:20]([CH2:27][C:28]([NH2:30])=[O:29])=[CH:19]1.CC(C)([O-])C.[K+].C1COCC1, predict the reaction product. The product is: [CH3:15][N:13]1[C:14]2[C:10](=[CH:9][C:8]([CH3:16])=[CH:7][C:6]=2[C:4]2[C:3](=[O:17])[NH:30][C:28](=[O:29])[C:27]=2[C:20]2[C:21]3[C:26](=[CH:25][CH:24]=[CH:23][CH:22]=3)[NH:18][CH:19]=2)[CH:11]=[CH:12]1. (7) Given the reactants F[C:2]1[C:7]([N:8]2[CH:12]=[CH:11][CH:10]=[CH:9]2)=[C:6]([CH3:13])[CH:5]=[CH:4][N:3]=1.[NH3:14], predict the reaction product. The product is: [CH3:13][C:6]1[CH:5]=[CH:4][N:3]=[C:2]([NH2:14])[C:7]=1[N:8]1[CH:12]=[CH:11][CH:10]=[CH:9]1. (8) Given the reactants CO[C:3](=[O:21])[C:4]1[CH:9]=[CH:8][C:7]([O:10][CH2:11][C:12]2[C:13]([CH2:17][CH2:18][CH2:19][CH3:20])=[N:14][O:15][CH:16]=2)=[N:6][CH:5]=1.COC(=O)C1C=CC(OC[C:33]2[C:34]([CH2:39]CCC)=[N:35]OC=2C)=NC=1, predict the reaction product. The product is: [CH2:17]([C:13]1[C:12]([CH2:11][O:10][C:7]2[CH:8]=[CH:9][C:4]([C:3]([NH:35][CH:34]([CH3:39])[CH3:33])=[O:21])=[CH:5][N:6]=2)=[CH:16][O:15][N:14]=1)[CH2:18][CH2:19][CH3:20]. (9) Given the reactants [C:1]([O:5][C:6](=[O:17])[NH:7][C:8]1[CH:13]=[CH:12][CH:11]=[C:10]([N+:14]([O-:16])=[O:15])[CH:9]=1)([CH3:4])([CH3:3])[CH3:2].[CH3:18][Si:19]([CH2:22][Mg]Cl)([CH3:21])[CH3:20].ClC1C(=O)C(C#N)=C(C#N)C(=O)C=1Cl, predict the reaction product. The product is: [C:1]([O:5][C:6](=[O:17])[NH:7][C:8]1[CH:13]=[CH:12][C:11]([CH2:18][Si:19]([CH3:22])([CH3:21])[CH3:20])=[C:10]([N+:14]([O-:16])=[O:15])[CH:9]=1)([CH3:4])([CH3:2])[CH3:3]. (10) Given the reactants [CH2:1]([O:3][C:4](=[O:21])/[CH:5]=[CH:6]/[CH2:7][N:8]1[CH2:13][CH2:12][N:11](C(OC(C)(C)C)=O)[CH2:10][CH2:9]1)[CH3:2], predict the reaction product. The product is: [N:8]1([CH2:7]/[CH:6]=[CH:5]/[C:4]([O:3][CH2:1][CH3:2])=[O:21])[CH2:13][CH2:12][NH:11][CH2:10][CH2:9]1.